From a dataset of Reaction yield outcomes from USPTO patents with 853,638 reactions. Predict the reaction yield, written as a fraction of the theoretical maximum amount of product (1.0 means a 100% yield; for example, 0.34 means a 34% yield). The product is [CH3:24][O:25][C:26](=[O:32])[CH2:27][C@@H:28]([NH:31][C:8]([C:3]1[C:2]([NH2:1])=[CH:7][CH:6]=[CH:5][N:4]=1)=[O:10])[CH2:29][CH3:30]. The catalyst is N1C=CC=CC=1. The yield is 0.560. The reactants are [NH2:1][C:2]1[C:3]([C:8]([OH:10])=O)=[N:4][CH:5]=[CH:6][CH:7]=1.C(N1C=CN=C1)(N1C=CN=C1)=O.Cl.[CH3:24][O:25][C:26](=[O:32])[CH2:27][C@@H:28]([NH2:31])[CH2:29][CH3:30].